This data is from Peptide-MHC class I binding affinity with 185,985 pairs from IEDB/IMGT. The task is: Regression. Given a peptide amino acid sequence and an MHC pseudo amino acid sequence, predict their binding affinity value. This is MHC class I binding data. (1) The peptide sequence is ERYFRIHSL. The MHC is Mamu-B8301 with pseudo-sequence Mamu-B8301. The binding affinity (normalized) is 0. (2) The peptide sequence is YRYTYRCHR. The MHC is HLA-B15:01 with pseudo-sequence HLA-B15:01. The binding affinity (normalized) is 0.0847. (3) The peptide sequence is RQMRASAPL. The MHC is HLA-B39:01 with pseudo-sequence HLA-B39:01. The binding affinity (normalized) is 0.426. (4) The peptide sequence is AHWDYLHL. The MHC is H-2-Db with pseudo-sequence H-2-Db. The binding affinity (normalized) is 0.160. (5) The peptide sequence is YIFFASFYY. The MHC is HLA-A30:01 with pseudo-sequence HLA-A30:01. The binding affinity (normalized) is 0.559.